From a dataset of Forward reaction prediction with 1.9M reactions from USPTO patents (1976-2016). Predict the product of the given reaction. Given the reactants Cl.[C:2]([O:10][NH2:11])(=[O:9])[C:3]1[CH:8]=[CH:7][CH:6]=[CH:5][CH:4]=1.C(=O)(O)[O-].[Na+], predict the reaction product. The product is: [C:2]([O:10][NH2:11])(=[O:9])[C:3]1[CH:8]=[CH:7][CH:6]=[CH:5][CH:4]=1.